Dataset: Reaction yield outcomes from USPTO patents with 853,638 reactions. Task: Predict the reaction yield, written as a fraction of the theoretical maximum amount of product (1.0 means a 100% yield; for example, 0.34 means a 34% yield). (1) The reactants are C1(S(CC[O:12][C:13](=[O:66])[CH2:14][O:15][C:16]2[CH:21]=[CH:20][C:19]([S:22]([N:25]3[C:29]4[CH:30]=[CH:31][CH:32]=[CH:33][C:28]=4[N:27]=[C:26]3[S:34]([CH2:36][C:37]3[C:42]([CH3:43])=[C:41]([O:44][CH2:45][C:46]([F:49])([F:48])[F:47])[CH:40]=[CH:39][N:38]=3)=[O:35])(=[O:24])=[O:23])=[CH:18][C:17]=2[O:50][CH2:51][C:52]([O:54]CCS(C2C=CC=CC=2)(=O)=O)=[O:53])(=O)=O)C=CC=CC=1.C([O-])(O)=O.[Na+:71]. The catalyst is C1COCC1.O. The yield is 0.740. The product is [Na+:71].[Na+:71].[C:52]([CH2:51][O:50][C:17]1[CH:18]=[C:19]([S:22]([N:25]2[C:29]3[CH:30]=[CH:31][CH:32]=[CH:33][C:28]=3[N:27]=[C:26]2[S:34]([CH2:36][C:37]2[C:42]([CH3:43])=[C:41]([O:44][CH2:45][C:46]([F:47])([F:48])[F:49])[CH:40]=[CH:39][N:38]=2)=[O:35])(=[O:23])=[O:24])[CH:20]=[CH:21][C:16]=1[O:15][CH2:14][C:13]([O-:66])=[O:12])([OH:54])=[O:53].[C:52]([CH2:51][O:50][C:17]1[CH:18]=[C:19]([S:22]([N:25]2[C:29]3[CH:30]=[CH:31][CH:32]=[CH:33][C:28]=3[N:27]=[C:26]2[S:34]([CH2:36][C:37]2[C:42]([CH3:43])=[C:41]([O:44][CH2:45][C:46]([F:47])([F:48])[F:49])[CH:40]=[CH:39][N:38]=2)=[O:35])(=[O:23])=[O:24])[CH:20]=[CH:21][C:16]=1[O:15][CH2:14][C:13]([O-:66])=[O:12])([OH:54])=[O:53]. (2) The reactants are C(N(S(F)(F)[F:7])CC)C.O[C:11]1([C:31]2[CH:36]=[CH:35][CH:34]=[CH:33][CH:32]=2)[CH2:16][CH2:15][N:14]([CH2:17][CH2:18][CH2:19][C:20]2[NH:29][C:28](=[O:30])[C:27]3[C:22](=[CH:23][CH:24]=[CH:25][CH:26]=3)[N:21]=2)[CH2:13][CH2:12]1. The catalyst is ClCCl. The product is [F:7][C:11]1([C:31]2[CH:36]=[CH:35][CH:34]=[CH:33][CH:32]=2)[CH2:16][CH2:15][N:14]([CH2:17][CH2:18][CH2:19][C:20]2[NH:29][C:28](=[O:30])[C:27]3[C:22](=[CH:23][CH:24]=[CH:25][CH:26]=3)[N:21]=2)[CH2:13][CH2:12]1. The yield is 0.338. (3) The reactants are Br[C:2]1[N:7]=[C:6]([NH:8][C:9]2[CH:13]=[C:12]([CH:14]3[CH2:16][CH2:15]3)[NH:11][N:10]=2)[C:5]([Cl:17])=[CH:4][N:3]=1.[C-:18]#[N:19].[K+]. The catalyst is CS(C)=O.O. The product is [Cl:17][C:5]1[C:6]([NH:8][C:9]2[CH:13]=[C:12]([CH:14]3[CH2:16][CH2:15]3)[NH:11][N:10]=2)=[N:7][C:2]([C:18]#[N:19])=[N:3][CH:4]=1. The yield is 0.770. (4) The reactants are [NH2:1][C:2]1[C:7]([NH2:8])=[C:6]([NH:9][C@@H:10]2[C@@H:15]3[CH2:16][C@@H:12]([CH:13]=[CH:14]3)[C@@H:11]2[C:17]([NH2:19])=[O:18])[C:5]([Br:20])=[CH:4][N:3]=1.[Cl:21][C:22]1[CH:29]=[CH:28][CH:27]=[CH:26][C:23]=1[CH:24]=O.C([O-])(=O)C.[NH4+]. No catalyst specified. The product is [Br:20][C:5]1[C:6]([NH:9][C@@H:10]2[C@@H:15]3[CH2:16][C@@H:12]([CH:13]=[CH:14]3)[C@@H:11]2[C:17]([NH2:19])=[O:18])=[C:7]2[N:8]=[C:24]([C:23]3[CH:26]=[CH:27][CH:28]=[CH:29][C:22]=3[Cl:21])[NH:1][C:2]2=[N:3][CH:4]=1. The yield is 0.500. (5) The reactants are [O:1]([CH2:8][CH:9]1[CH2:25][N:13]2[CH2:14][CH2:15][N:16]([C:18]3[CH:23]=[CH:22][N:21]=[C:20](Cl)[N:19]=3)[CH2:17][CH:12]2[CH2:11][CH2:10]1)[C:2]1[CH:7]=[CH:6][CH:5]=[CH:4][CH:3]=1.[H][H]. The catalyst is Cl.C(O)C.[Pd]. The product is [O:1]([CH2:8][CH:9]1[CH2:25][N:13]2[CH2:14][CH2:15][N:16]([C:18]3[CH:23]=[CH:22][N:21]=[CH:20][N:19]=3)[CH2:17][CH:12]2[CH2:11][CH2:10]1)[C:2]1[CH:7]=[CH:6][CH:5]=[CH:4][CH:3]=1. The yield is 0.200. (6) The reactants are [Cl:1][C:2]1[CH:7]=[CH:6][CH:5]=[CH:4][C:3]=1[C:8]1[CH:9]=[N:10][C:11]2[N:12]([N:21]=[CH:22][C:23]=2[C:24](=[O:34])[NH:25][C:26]2([C:32]#[N:33])[CH2:31][CH2:30][CH2:29][CH2:28][CH2:27]2)[C:13]=1[C:14]1[CH:19]=[CH:18][C:17]([Cl:20])=[CH:16][CH:15]=1.[N-:35]=[N+:36]=[N-:37].[Na+].Cl.C(N(CC)CC)C. The catalyst is C1(C)C=CC=CC=1.CN(C)C=O. The product is [Cl:1][C:2]1[CH:7]=[CH:6][CH:5]=[CH:4][C:3]=1[C:8]1[CH:9]=[N:10][C:11]2[N:12]([N:21]=[CH:22][C:23]=2[C:24](=[O:34])[NH:25][C:26]2([C:32]3[NH:37][N:36]=[N:35][N:33]=3)[CH2:31][CH2:30][CH2:29][CH2:28][CH2:27]2)[C:13]=1[C:14]1[CH:15]=[CH:16][C:17]([Cl:20])=[CH:18][CH:19]=1. The yield is 0.830. (7) The reactants are [CH2:1]([O:3][C:4]#[C:5][C:6]1[CH:7]=[C:8]([O:25][C:26]([F:29])([F:28])[F:27])[CH:9]=[C:10]2[C:15]=1[O:14][CH:13]([C:16]([F:19])([F:18])[F:17])[C:12]([C:20]([O:22][CH2:23][CH3:24])=[O:21])=[CH:11]2)[CH3:2].[OH:30]S(O)(=O)=O.C([O-])(O)=O.[Na+].C([O-])([O-])=O.[K+].[K+]. The catalyst is CC(C)=O.O. The product is [CH2:1]([O:3][C:4](=[O:30])[CH2:5][C:6]1[CH:7]=[C:8]([O:25][C:26]([F:27])([F:29])[F:28])[CH:9]=[C:10]2[C:15]=1[O:14][CH:13]([C:16]([F:17])([F:18])[F:19])[C:12]([C:20]([O:22][CH2:23][CH3:24])=[O:21])=[CH:11]2)[CH3:2]. The yield is 0.820. (8) The reactants are [NH:1]1[C:9]2[C:4](=[CH:5][CH:6]=[CH:7][CH:8]=2)[C:3]([CH2:10][C@H:11]([NH:29]S(C2C=CC([N+]([O-])=O)=CC=2)(=O)=O)[CH2:12][NH:13][C:14]2[O:18][N:17]=[C:16]([C:19]3[CH:20]=[C:21]4[C:26](=[CH:27][CH:28]=3)[CH:25]=[N:24][CH:23]=[CH:22]4)[CH:15]=2)=[CH:2]1.N1CCCN2CCCCCC=12.SCCO. The catalyst is CN(C=O)C. The product is [NH2:29][C@@H:11]([CH2:10][C:3]1[C:4]2[C:9](=[CH:8][CH:7]=[CH:6][CH:5]=2)[NH:1][CH:2]=1)[CH2:12][NH:13][C:14]1[O:18][N:17]=[C:16]([C:19]2[CH:20]=[C:21]3[C:26](=[CH:27][CH:28]=2)[CH:25]=[N:24][CH:23]=[CH:22]3)[CH:15]=1. The yield is 0.750.